Dataset: Retrosynthesis with 50K atom-mapped reactions and 10 reaction types from USPTO. Task: Predict the reactants needed to synthesize the given product. (1) Given the product CCN1CCC(Nc2c3ccc(Cl)cc3nc3ccc(OC)cc23)CC1, predict the reactants needed to synthesize it. The reactants are: CCN1CCC(N)CC1.COc1ccc2nc3cc(Cl)ccc3c(Cl)c2c1. (2) Given the product CCS(=O)(=O)Nc1ncnc(OCCOc2ncc(Br)cn2)c1-c1ccc(C)cc1, predict the reactants needed to synthesize it. The reactants are: CCS(=O)(=O)Nc1ncnc(OCCO)c1-c1ccc(C)cc1.Clc1ncc(Br)cn1.